This data is from Catalyst prediction with 721,799 reactions and 888 catalyst types from USPTO. The task is: Predict which catalyst facilitates the given reaction. (1) Reactant: C[O:2][C:3]1[CH:4]=[C:5]2[C:10](=[CH:11][CH:12]=1)[N:9]=[C:8]([N:13]1[CH2:18][CH2:17][CH:16]([C:19]([O:21]C)=[O:20])[CH2:15][CH2:14]1)[C:7]([C:23]([F:26])([F:25])[F:24])=[CH:6]2.B(Br)(Br)Br.O. Product: [OH:2][C:3]1[CH:4]=[C:5]2[C:10](=[CH:11][CH:12]=1)[N:9]=[C:8]([N:13]1[CH2:18][CH2:17][CH:16]([C:19]([OH:21])=[O:20])[CH2:15][CH2:14]1)[C:7]([C:23]([F:26])([F:25])[F:24])=[CH:6]2. The catalyst class is: 2. (2) Reactant: [NH2:1][C@H:2]([C:12]([O:14][CH3:15])=[O:13])[CH2:3][NH:4][C:5]([O:7][C:8]([CH3:11])([CH3:10])[CH3:9])=[O:6].Cl.[C:17]([O-:20])(O)=[O:18].[Na+].Cl[S:23]([C:26]1[C:38]([CH3:39])=[CH:37][C:29]([O:30][CH:31]([CH2:35][CH3:36])C(O)=O)=[CH:28][C:27]=1[CH3:40])(=[O:25])=[O:24]. Product: [C:8]([O:7][C:5]([NH:4][CH2:3][CH:2]([NH:1][S:23]([C:26]1[C:27]([CH3:40])=[CH:28][C:29]([O:30][CH2:31][CH2:35][CH2:36][C:17]([OH:20])=[O:18])=[CH:37][C:38]=1[CH3:39])(=[O:25])=[O:24])[C:12]([O:14][CH3:15])=[O:13])=[O:6])([CH3:11])([CH3:10])[CH3:9]. The catalyst class is: 12. (3) Reactant: Br[C:2]1[S:6][C:5]([C:7]([NH:9][C@H:10]2[CH2:13][C@H:12]([C:14]([O:16][CH3:17])=[O:15])[CH2:11]2)=[O:8])=[N:4][C:3]=1[CH2:18][CH:19]1[CH2:24][CH2:23][CH2:22][CH2:21][CH2:20]1.[C:25]([C:29]1[CH:30]=[C:31]([C:44](=[O:46])[CH3:45])[CH:32]=[C:33](B2OC(C)(C)C(C)(C)O2)[CH:34]=1)([CH3:28])([CH3:27])[CH3:26].C([O-])([O-])=O.[K+].[K+]. Product: [C:44]([C:31]1[CH:32]=[C:33]([C:2]2[S:6][C:5]([C:7]([NH:9][C@H:10]3[CH2:13][C@H:12]([C:14]([O:16][CH3:17])=[O:15])[CH2:11]3)=[O:8])=[N:4][C:3]=2[CH2:18][CH:19]2[CH2:24][CH2:23][CH2:22][CH2:21][CH2:20]2)[CH:34]=[C:29]([C:25]([CH3:28])([CH3:27])[CH3:26])[CH:30]=1)(=[O:46])[CH3:45]. The catalyst class is: 3. (4) The catalyst class is: 273. Product: [OH:39][C@H:26]([C:27]1[CH:32]=[CH:31][C:30]([OH:33])=[C:29]([NH:34][S:35]([CH3:38])(=[O:36])=[O:37])[CH:28]=1)[CH2:25][NH:24][CH2:23][CH:20]1[CH2:21][CH2:22][N:17]([C:14]2[CH:15]=[CH:16][C:11]([C:10]([N:6]3[CH2:7][CH2:8][CH2:9][C@H:5]3[C:3]([OH:4])=[O:2])=[O:40])=[CH:12][CH:13]=2)[CH2:18][CH2:19]1. Reactant: C[O:2][C:3]([C@@H:5]1[CH2:9][CH2:8][CH2:7][N:6]1[C:10](=[O:40])[C:11]1[CH:16]=[CH:15][C:14]([N:17]2[CH2:22][CH2:21][CH:20]([CH2:23][NH:24][CH2:25][C@H:26]([OH:39])[C:27]3[CH:32]=[CH:31][C:30]([OH:33])=[C:29]([NH:34][S:35]([CH3:38])(=[O:37])=[O:36])[CH:28]=3)[CH2:19][CH2:18]2)=[CH:13][CH:12]=1)=[O:4].Cl. (5) Reactant: [C:1]([CH:5]1[CH2:14][CH2:13][C:8]2(OCC[O:9]2)[CH:7]=[CH:6]1)([CH3:4])([CH3:3])[CH3:2].OS(O)(=O)=O. Product: [C:1]([CH:5]1[CH2:14][CH2:13][C:8](=[O:9])[CH:7]=[CH:6]1)([CH3:4])([CH3:2])[CH3:3]. The catalyst class is: 12. (6) Reactant: [Cl:1][C:2]1[C:3]([O:12][C:13]2[CH:18]=[C:17]([O:19][CH2:20][CH2:21][O:22][CH3:23])[CH:16]=[CH:15][C:14]=2/[CH:24]=[CH:25]/[C:26](O)=[O:27])=[N:4][CH:5]=[C:6]([C:8]([F:11])([F:10])[F:9])[CH:7]=1.[CH3:29][O:30][CH2:31][CH2:32][CH2:33][S:34]([NH2:37])(=[O:36])=[O:35].N12CCCN=C1CCCCC2. Product: [Cl:1][C:2]1[C:3]([O:12][C:13]2[CH:18]=[C:17]([O:19][CH2:20][CH2:21][O:22][CH3:23])[CH:16]=[CH:15][C:14]=2/[CH:24]=[CH:25]/[C:26]([NH:37][S:34]([CH2:33][CH2:32][CH2:31][O:30][CH3:29])(=[O:36])=[O:35])=[O:27])=[N:4][CH:5]=[C:6]([C:8]([F:9])([F:10])[F:11])[CH:7]=1. The catalyst class is: 7. (7) Product: [Br:1][C:2]1[C:3]([CH3:12])=[CH:4][C:5]([F:11])=[C:6]([CH:7]=1)[NH2:8]. The catalyst class is: 470. Reactant: [Br:1][C:2]1[CH:7]=[C:6]([N+:8]([O-])=O)[C:5]([F:11])=[CH:4][C:3]=1[CH3:12].[H][H]. (8) Reactant: C1(P(C2C=CC=CC=2)C2C=CC=CC=2)C=CC=CC=1.[F:20][C:21]1[CH:26]=[CH:25][CH:24]=[C:23]([F:27])[C:22]=1B(O)O.C(=O)([O-])[O-].[Na+].[Na+].C(NC(=O)[O-])(C)(C)C.Cl[C:46]1[CH:57]=[CH:56][C:55]2[CH:51]3[CH2:52][NH:53][CH2:54][CH:50]3[CH2:49][C:48]=2[CH:47]=1. Product: [F:20][C:21]1[CH:26]=[CH:25][CH:24]=[C:23]([F:27])[C:22]=1[C:46]1[CH:57]=[CH:56][C:55]2[CH:51]3[CH2:52][NH:53][CH2:54][CH:50]3[CH2:49][C:48]=2[CH:47]=1. The catalyst class is: 524. (9) Reactant: [CH2:1]1[C:14]2[C:13]3[CH:12]=[CH:11][CH:10]=[CH:9][C:8]=3[NH:7][C:6]=2[CH2:5][CH2:4][N:3]([C:15]([O:17][C:18]([CH3:21])([CH3:20])[CH3:19])=[O:16])[CH2:2]1.I[CH2:23][C:24]([NH2:26])=[O:25].[H-].[Na+]. Product: [NH2:26][C:24](=[O:25])[CH2:23][N:7]1[C:8]2[CH:9]=[CH:10][CH:11]=[CH:12][C:13]=2[C:14]2[CH2:1][CH2:2][N:3]([C:15]([O:17][C:18]([CH3:21])([CH3:20])[CH3:19])=[O:16])[CH2:4][CH2:5][C:6]1=2. The catalyst class is: 3.